Dataset: Full USPTO retrosynthesis dataset with 1.9M reactions from patents (1976-2016). Task: Predict the reactants needed to synthesize the given product. (1) Given the product [Cl:11][C:10]([Cl:13])([Cl:12])[C:9]1[NH:22][C:15]2[CH:20]=[CH:19][CH:18]=[CH:17][C:16]=2[N:21]=1, predict the reactants needed to synthesize it. The reactants are: C(O[C:9](=N)[C:10]([Cl:13])([Cl:12])[Cl:11])C1C=CC=CC=1.[C:15]1([NH2:22])[C:16]([NH2:21])=[CH:17][CH:18]=[CH:19][CH:20]=1.O. (2) Given the product [CH3:25][O:24][C:7]1[CH:6]=[CH:5][C:4]2[N:3]=[C:2]([NH:26][C:27]3[CH:32]=[CH:31][C:30]([C:33]([N:35]4[CH2:39][CH2:38][CH2:37][CH:36]4[CH2:40][O:41][CH3:42])=[O:34])=[CH:29][CH:28]=3)[C:11]3=[N:12][NH:13][CH:14]=[C:10]3[C:9]=2[CH:8]=1, predict the reactants needed to synthesize it. The reactants are: Cl[C:2]1[C:11]2=[N:12][N:13](CC3C=CC(OC)=CC=3)[CH:14]=[C:10]2[C:9]2[CH:8]=[C:7]([O:24][CH3:25])[CH:6]=[CH:5][C:4]=2[N:3]=1.[NH2:26][C:27]1[CH:32]=[CH:31][C:30]([C:33]([N:35]2[CH2:39][CH2:38][CH2:37][CH:36]2[CH2:40][O:41][CH3:42])=[O:34])=[CH:29][CH:28]=1.Cl. (3) Given the product [CH2:7]([C:8]1[CH:9]=[C:10]([C:14]2([C:19]([O:21][CH2:24][CH3:25])=[O:20])[O:18][CH2:17][CH2:16][O:15]2)[CH:11]=[CH:12][CH:13]=1)[CH2:1][CH2:2][CH2:3][CH3:4], predict the reactants needed to synthesize it. The reactants are: [CH2:1]([Li])[CH2:2][CH2:3][CH3:4].Br[CH2:7][C:8]1[CH:9]=[C:10]([C:14]2([C:19]([O-:21])=[O:20])[O:18][CH2:17][CH2:16][O:15]2)[CH:11]=[CH:12][CH:13]=1.CO[CH:24]1CCC[CH2:25]1. (4) Given the product [F:27][C:24]1[CH:25]=[C:26]2[C:21](=[CH:22][CH:23]=1)[NH:20][C:19](=[O:28])[C:18]2=[CH:17][C:13]1[CH:12]=[C:11]([CH:16]=[CH:15][CH:14]=1)[C:10]([NH:9][CH2:8][CH2:7][CH2:6][CH2:5][CH2:4][C:3]([OH:30])=[O:2])=[O:29], predict the reactants needed to synthesize it. The reactants are: C[O:2][C:3](=[O:30])[CH2:4][CH2:5][CH2:6][CH2:7][CH2:8][NH:9][C:10](=[O:29])[C:11]1[CH:16]=[CH:15][CH:14]=[C:13]([CH:17]=[C:18]2[C:26]3[C:21](=[CH:22][CH:23]=[C:24]([F:27])[CH:25]=3)[NH:20][C:19]2=[O:28])[CH:12]=1.CO.[Li+].[OH-].Cl. (5) The reactants are: [C:1]([OH:14])(=[O:13])[CH2:2][CH2:3][CH2:4][CH2:5][CH2:6][CH2:7][CH2:8][CH2:9][CH2:10][CH2:11][CH3:12].O.[OH-].[Na+:17]. Given the product [C:1]([O-:14])(=[O:13])[CH2:2][CH2:3][CH2:4][CH2:5][CH2:6][CH2:7][CH2:8][CH2:9][CH2:10][CH2:11][CH3:12].[Na+:17], predict the reactants needed to synthesize it. (6) Given the product [OH:25][C@H:20]1[CH2:21][CH2:22][CH2:23][CH2:24][C@@H:19]1[N:14]1[CH2:13][C:12]2[C:11]3[CH:26]=[CH:27][CH:28]=[CH:29][C:10]=3[C:9]([CH2:8][C:5]3[CH:6]=[N:7][C:2]([CH:30]=[CH2:31])=[CH:3][CH:4]=3)=[CH:17][C:16]=2[C:15]1=[O:18], predict the reactants needed to synthesize it. The reactants are: Cl[C:2]1[N:7]=[CH:6][C:5]([CH2:8][C:9]2[C:10]3[CH:29]=[CH:28][CH:27]=[CH:26][C:11]=3[C:12]3[CH2:13][N:14]([C@H:19]4[CH2:24][CH2:23][CH2:22][CH2:21][C@@H:20]4[OH:25])[C:15](=[O:18])[C:16]=3[CH:17]=2)=[CH:4][CH:3]=1.[CH:30]([B-](F)(F)F)=[CH2:31].[K+].P([O-])([O-])([O-])=O.[K+].[K+].[K+].C1(P(C2CCCCC2)C2CCCCC2)CCCCC1.